This data is from CYP2C19 inhibition data for predicting drug metabolism from PubChem BioAssay. The task is: Regression/Classification. Given a drug SMILES string, predict its absorption, distribution, metabolism, or excretion properties. Task type varies by dataset: regression for continuous measurements (e.g., permeability, clearance, half-life) or binary classification for categorical outcomes (e.g., BBB penetration, CYP inhibition). Dataset: cyp2c19_veith. (1) The drug is COc1cccc(-c2cc(C(=O)N/N=C/c3ccc(OC)c(COC(C)=O)c3)c3ccccc3n2)c1. The result is 1 (inhibitor). (2) The molecule is CCCN1C[C@H](C)N([C@H](c2ccc(C(=O)N(CC)CC)cc2)c2cccc(OC)c2)C[C@H]1C. The result is 0 (non-inhibitor).